From a dataset of Full USPTO retrosynthesis dataset with 1.9M reactions from patents (1976-2016). Predict the reactants needed to synthesize the given product. (1) The reactants are: [CH2:1]([C:3]1([C:35]([O:37]CC)=[O:36])[CH2:8][CH2:7][N:6]([C:9]2[S:13][N:12]=[C:11]([C:14]3[CH:15]=[C:16]([C:29]4[CH:34]=[CH:33][CH:32]=[CH:31][N:30]=4)[C:17]4[S:21][C:20]([NH:22][C:23](=[O:27])[NH:24][CH2:25][CH3:26])=[N:19][C:18]=4[CH:28]=3)[N:10]=2)[CH2:5][CH2:4]1)[CH3:2].[OH-].[Na+]. Given the product [CH2:1]([C:3]1([C:35]([OH:37])=[O:36])[CH2:8][CH2:7][N:6]([C:9]2[S:13][N:12]=[C:11]([C:14]3[CH:15]=[C:16]([C:29]4[CH:34]=[CH:33][CH:32]=[CH:31][N:30]=4)[C:17]4[S:21][C:20]([NH:22][C:23](=[O:27])[NH:24][CH2:25][CH3:26])=[N:19][C:18]=4[CH:28]=3)[N:10]=2)[CH2:5][CH2:4]1)[CH3:2], predict the reactants needed to synthesize it. (2) Given the product [CH3:13][S:14][C:16](=[C:2]([C:1]#[N:5])[C:3]#[N:4])[S:9][CH3:8], predict the reactants needed to synthesize it. The reactants are: [C:1](#[N:5])[CH2:2][C:3]#[N:4].[H-].[Na+].[C:8](=S)=[S:9].IC.[CH3:13][S:14]([CH3:16])=O. (3) Given the product [CH3:12][C:13]1[CH:14]=[C:15]([NH:16][C:2]2[CH:7]=[CH:6][CH:5]=[CH:4][C:3]=2[CH2:8][C:9]([OH:11])=[O:10])[CH:17]=[CH:18][C:19]=1[CH3:20], predict the reactants needed to synthesize it. The reactants are: Br[C:2]1[CH:7]=[CH:6][CH:5]=[CH:4][C:3]=1[CH2:8][C:9]([OH:11])=[O:10].[CH3:12][C:13]1[CH:14]=[C:15]([CH:17]=[CH:18][C:19]=1[CH3:20])[NH2:16]. (4) Given the product [ClH:37].[ClH:37].[ClH:37].[CH3:1][O:2][C:3]1[CH:4]=[C:5]([N:11]([CH:12]2[CH2:13][CH2:14][N:15]([CH2:18][C:19]3[CH:24]=[CH:23][N:22]=[C:21]([C:25]4[CH:26]=[C:27]([O:35][CH3:36])[C:28]([O:33][CH3:34])=[C:29]([O:31][CH3:32])[CH:30]=4)[CH:20]=3)[CH2:16][CH2:17]2)[CH2:38][C:39]2[C:40]([C:45]3[CH:50]=[C:49]([O:51][CH3:52])[C:48]([O:53][CH3:54])=[C:47]([O:55][CH3:56])[CH:46]=3)=[N:41][CH:42]=[CH:43][CH:44]=2)[CH:6]=[C:7]([O:9][CH3:10])[CH:8]=1, predict the reactants needed to synthesize it. The reactants are: [CH3:1][O:2][C:3]1[CH:4]=[C:5]([NH:11][CH:12]2[CH2:17][CH2:16][N:15]([CH2:18][C:19]3[CH:24]=[CH:23][N:22]=[C:21]([C:25]4[CH:30]=[C:29]([O:31][CH3:32])[C:28]([O:33][CH3:34])=[C:27]([O:35][CH3:36])[CH:26]=4)[CH:20]=3)[CH2:14][CH2:13]2)[CH:6]=[C:7]([O:9][CH3:10])[CH:8]=1.[Cl:37][CH2:38][C:39]1[C:40]([C:45]2[CH:50]=[C:49]([O:51][CH3:52])[C:48]([O:53][CH3:54])=[C:47]([O:55][CH3:56])[CH:46]=2)=[N:41][CH:42]=[CH:43][CH:44]=1. (5) The reactants are: [C:1]([C:5]1[CH:10]=[CH:9][C:8](N2C(C)=CC=C2C)=[C:7]([N+:18]([O-])=O)[CH:6]=1)([CH3:4])([CH3:3])[CH3:2].CCO[C:24]([CH3:26])=O. Given the product [C:1]([C:5]1[CH:10]=[CH:9][C:8]([C:5]2[CH:6]=[C:7]([CH3:8])[NH:18][C:24]=2[CH3:26])=[C:7]([CH:6]=1)[NH2:18])([CH3:2])([CH3:3])[CH3:4], predict the reactants needed to synthesize it. (6) The reactants are: N.[C:2]([O:6][C:7](=[O:30])[N:8]([CH2:19][C:20]1[CH:25]=[CH:24][C:23]([C:26]#[N:27])=[CH:22][C:21]=1[CH2:28][OH:29])[CH:9]1[C:18]2[N:17]=[CH:16][CH:15]=[CH:14][C:13]=2[CH2:12][CH2:11][CH2:10]1)([CH3:5])([CH3:4])[CH3:3].[H][H]. Given the product [C:2]([O:6][C:7](=[O:30])[N:8]([CH2:19][C:20]1[CH:25]=[CH:24][C:23]([CH2:26][NH2:27])=[CH:22][C:21]=1[CH2:28][OH:29])[CH:9]1[C:18]2[N:17]=[CH:16][CH:15]=[CH:14][C:13]=2[CH2:12][CH2:11][CH2:10]1)([CH3:5])([CH3:3])[CH3:4], predict the reactants needed to synthesize it. (7) Given the product [N:10]1([C:16]2[CH:17]=[CH:18][C:19]([N:20]3[C:5](=[O:7])[CH2:4][CH:2]([C:1]([OH:9])=[O:8])[CH2:3]3)=[CH:21][CH:22]=2)[CH2:11][CH2:12][O:13][CH2:14][CH2:15]1, predict the reactants needed to synthesize it. The reactants are: [C:1]([OH:9])(=[O:8])[C:2]([CH2:4][C:5]([OH:7])=O)=[CH2:3].[N:10]1([C:16]2[CH:22]=[CH:21][C:19]([NH2:20])=[CH:18][CH:17]=2)[CH2:15][CH2:14][O:13][CH2:12][CH2:11]1. (8) Given the product [CH3:8][C@H:6]1[NH:7][C@@H:2]([CH3:1])[CH2:3][N:4]([C:9]2[CH:10]=[CH:11][C:12]([NH:15][C:16]3[N:17]=[CH:18][C:19]([CH2:22][CH2:23][C:24]4[CH:25]=[C:26]([CH:30]=[C:31]([O:34][CH3:35])[C:32]=4[F:33])[C:27]([NH:40][CH3:39])=[O:28])=[CH:20][N:21]=3)=[CH:13][CH:14]=2)[CH2:5]1, predict the reactants needed to synthesize it. The reactants are: [CH3:1][C@H:2]1[NH:7][C@@H:6]([CH3:8])[CH2:5][N:4]([C:9]2[CH:14]=[CH:13][C:12]([NH:15][C:16]3[N:21]=[CH:20][C:19]([CH2:22][CH2:23][C:24]4[CH:25]=[C:26]([CH:30]=[C:31]([O:34][CH3:35])[C:32]=4[F:33])[C:27](O)=[O:28])=[CH:18][N:17]=3)=[CH:11][CH:10]=2)[CH2:3]1.Cl.CN.[CH3:39][N:40](C(ON1N=NC2C=CC=NC1=2)=[N+](C)C)C.F[P-](F)(F)(F)(F)F.CCN(C(C)C)C(C)C.